This data is from Reaction yield outcomes from USPTO patents with 853,638 reactions. The task is: Predict the reaction yield, written as a fraction of the theoretical maximum amount of product (1.0 means a 100% yield; for example, 0.34 means a 34% yield). The reactants are [NH2:1][C:2]1[CH:7]=[CH:6][CH:5]=[C:4]([NH2:8])[N:3]=1.[C:9]([O-])([O-])=O.[K+].[K+].CI.O. The catalyst is C1COCC1. The product is [CH3:9][NH:1][C:2]1[CH:7]=[CH:6][CH:5]=[C:4]([NH2:8])[N:3]=1. The yield is 0.100.